Dataset: Full USPTO retrosynthesis dataset with 1.9M reactions from patents (1976-2016). Task: Predict the reactants needed to synthesize the given product. Given the product [C:15]([O:14][C:12]([NH:11][CH2:10][CH2:9][CH2:8][C@H:3]([NH:2][C:29]([C:28]1[CH:32]=[CH:33][CH:34]=[C:26]([CH:25]([C:19]2[CH:24]=[CH:23][CH:22]=[CH:21][CH:20]=2)[C:35]2[CH:40]=[CH:39][CH:38]=[CH:37][CH:36]=2)[CH:27]=1)=[O:30])[C:4]([O:6][CH3:7])=[O:5])=[O:13])([CH3:18])([CH3:17])[CH3:16], predict the reactants needed to synthesize it. The reactants are: Cl.[NH2:2][C@@H:3]([CH2:8][CH2:9][CH2:10][NH:11][C:12]([O:14][C:15]([CH3:18])([CH3:17])[CH3:16])=[O:13])[C:4]([O:6][CH3:7])=[O:5].[C:19]1([CH:25]([C:35]2[CH:40]=[CH:39][CH:38]=[CH:37][CH:36]=2)[C:26]2[CH:27]=[C:28]([CH:32]=[CH:33][CH:34]=2)[C:29](O)=[O:30])[CH:24]=[CH:23][CH:22]=[CH:21][CH:20]=1.C(N(C(C)C)CC)(C)C.CN(C(ON1N=NC2C=CC=CC1=2)=[N+](C)C)C.F[P-](F)(F)(F)(F)F.